Dataset: Catalyst prediction with 721,799 reactions and 888 catalyst types from USPTO. Task: Predict which catalyst facilitates the given reaction. (1) Reactant: [NH2:1][C:2]1[CH:3]2[C:10]([C:11]3[CH:16]=[CH:15][C:14]([CH3:17])=[CH:13][CH:12]=3)=[N:9][N:8]([CH2:18][CH2:19][CH2:20][CH2:21][OH:22])[CH:4]2[N:5]=[CH:6][N:7]=1.[S:23](Cl)([C:26]1[CH:32]=[CH:31][C:29]([CH3:30])=[CH:28][CH:27]=1)(=[O:25])=[O:24].C(Cl)Cl. Product: [NH2:1][C:2]1[CH:3]2[C:10]([C:11]3[CH:12]=[CH:13][C:14]([CH3:17])=[CH:15][CH:16]=3)=[N:9][N:8]([CH2:18][CH2:19][CH2:20][CH2:21][O:22][S:23]([C:26]3[CH:32]=[CH:31][C:29]([CH3:30])=[CH:28][CH:27]=3)(=[O:25])=[O:24])[CH:4]2[N:5]=[CH:6][N:7]=1. The catalyst class is: 850. (2) Reactant: [CH3:1][C:2]([CH3:8])([CH3:7])[CH2:3][C:4]([OH:6])=[O:5].C(Cl)(=O)C(Cl)=O.[CH2:15]([N:17]([C@@H:25]1[CH2:29][CH2:28][N:27]([C:30]2[C:35]([CH2:36]O)=[CH:34][CH:33]=[CH:32][N:31]=2)[CH2:26]1)[C:18](=[O:24])[O:19][C:20]([CH3:23])([CH3:22])[CH3:21])[CH3:16].CCN(CC)CC. Product: [CH3:1][C:2]([CH3:8])([CH3:7])[CH2:3][C:4]([O:6][CH2:36][C:35]1[C:30]([N:27]2[CH2:28][CH2:29][C@@H:25]([N:17]([C:18]([O:19][C:20]([CH3:21])([CH3:23])[CH3:22])=[O:24])[CH2:15][CH3:16])[CH2:26]2)=[N:31][CH:32]=[CH:33][CH:34]=1)=[O:5]. The catalyst class is: 2. (3) Reactant: [CH:1]12[CH2:7][CH:4]([CH:5]=[CH:6]1)[C:3](=[O:8])[NH:2]2.N1C=CC=CC=1.[C:15](Cl)(=[O:18])[CH2:16][CH3:17].O. Product: [C:15]([N:2]1[C:3](=[O:8])[CH:4]2[CH2:7][CH:1]1[CH:6]=[CH:5]2)(=[O:18])[CH2:16][CH3:17]. The catalyst class is: 10. (4) Reactant: [N+:1]([C:4]1[CH:5]=[C:6]2[C:10](=[CH:11][CH:12]=1)[NH:9][CH:8]=[CH:7]2)([O-:3])=[O:2].[H-].[Na+].[C:15]1([S:21](Cl)(=[O:23])=[O:22])[CH:20]=[CH:19][CH:18]=[CH:17][CH:16]=1. Product: [C:15]1([S:21]([N:9]2[C:10]3[C:6](=[CH:5][C:4]([N+:1]([O-:3])=[O:2])=[CH:12][CH:11]=3)[CH:7]=[CH:8]2)(=[O:23])=[O:22])[CH:20]=[CH:19][CH:18]=[CH:17][CH:16]=1. The catalyst class is: 1. (5) Reactant: [NH2:1][C:2]1[CH:3]=[C:4]([C@@H:8]([NH:10][C:11]2[CH:16]=[N:15][CH:14]=[C:13]([Cl:17])[N:12]=2)[CH3:9])[CH:5]=[CH:6][CH:7]=1.[C:18](=[O:21])([O-])O.[Na+].ClC(Cl)(OC(=O)OC(Cl)(Cl)Cl)Cl.[CH3:35][C:36]1[CH:37]=[C:38]([NH2:42])[CH:39]=[N:40][CH:41]=1. Product: [Cl:17][C:13]1[N:12]=[C:11]([NH:10][C@H:8]([C:4]2[CH:3]=[C:2]([NH:1][C:18]([NH:42][C:38]3[CH:39]=[N:40][CH:41]=[C:36]([CH3:35])[CH:37]=3)=[O:21])[CH:7]=[CH:6][CH:5]=2)[CH3:9])[CH:16]=[N:15][CH:14]=1. The catalyst class is: 4. (6) Reactant: C(OC(=O)[NH:7][CH2:8][C:9]1[CH:40]=[CH:39][C:12]2[N:13]([CH2:34][CH2:35][CH2:36][CH2:37][F:38])[C:14]([CH2:16][N:17]3[C:26]4[C:21](=[CH:22][CH:23]=[CH:24][CH:25]=4)[C:20](=[O:27])[N:19]([CH2:28][C:29]([F:32])([F:31])[F:30])[C:18]3=[O:33])=[N:15][C:11]=2[CH:10]=1)(C)(C)C.C(O)(C(F)(F)F)=O.C(Cl)(=O)C. Product: [NH2:7][CH2:8][C:9]1[CH:40]=[CH:39][C:12]2[N:13]([CH2:34][CH2:35][CH2:36][CH2:37][F:38])[C:14]([CH2:16][N:17]3[C:26]4[C:21](=[CH:22][CH:23]=[CH:24][CH:25]=4)[C:20](=[O:27])[N:19]([CH2:28][C:29]([F:32])([F:31])[F:30])[C:18]3=[O:33])=[N:15][C:11]=2[CH:10]=1. The catalyst class is: 2. (7) Reactant: [CH2:1]([O:3][C:4]1[CH:9]=[CH:8][C:7]([NH2:10])=[CH:6][C:5]=1[CH2:11][CH3:12])[CH3:2].[C:13](OC(=O)C)(=[O:15])[CH3:14]. Product: [CH2:1]([O:3][C:4]1[CH:9]=[CH:8][C:7]([NH:10][C:13](=[O:15])[CH3:14])=[CH:6][C:5]=1[CH2:11][CH3:12])[CH3:2]. The catalyst class is: 228. (8) Reactant: C(OC(=O)[NH:7][C:8]1[CH:13]=[CH:12][C:11]([C:14]2[CH:19]=[CH:18][CH:17]=[CH:16][CH:15]=2)=[CH:10][C:9]=1[NH:20][C:21](=[O:31])[CH2:22][C:23]([C:25]1[S:26][CH:27]=[CH:28][C:29]=1[Cl:30])=O)(C)(C)C.C(O)(C(F)(F)F)=O. Product: [Cl:30][C:29]1[CH:28]=[CH:27][S:26][C:25]=1[C:23]1[CH2:22][C:21](=[O:31])[NH:20][C:9]2[CH:10]=[C:11]([C:14]3[CH:19]=[CH:18][CH:17]=[CH:16][CH:15]=3)[CH:12]=[CH:13][C:8]=2[N:7]=1. The catalyst class is: 2. (9) Product: [CH:24]1([CH2:29][CH2:30][C:31]([NH:1][C:2]2[CH:3]=[CH:4][C:5]3[C:10](=[O:11])[O:9][C:8]([CH3:12])([CH3:13])[O:7][C:6]=3[CH:14]=2)=[O:32])[CH2:28][CH2:27][CH2:26][CH2:25]1. Reactant: [NH2:1][C:2]1[CH:3]=[CH:4][C:5]2[C:10](=[O:11])[O:9][C:8]([CH3:13])([CH3:12])[O:7][C:6]=2[CH:14]=1.CCN(C(C)C)C(C)C.[CH:24]1([CH2:29][CH2:30][C:31](Cl)=[O:32])[CH2:28][CH2:27][CH2:26][CH2:25]1. The catalyst class is: 2.